Regression. Given a peptide amino acid sequence and an MHC pseudo amino acid sequence, predict their binding affinity value. This is MHC class II binding data. From a dataset of Peptide-MHC class II binding affinity with 134,281 pairs from IEDB. (1) The peptide sequence is KVTAKGVSEANTCAA. The MHC is DRB1_0802 with pseudo-sequence DRB1_0802. The binding affinity (normalized) is 0.327. (2) The peptide sequence is AFKVAATAANAAPAA. The MHC is DRB1_0701 with pseudo-sequence DRB1_0701. The binding affinity (normalized) is 0.743. (3) The MHC is DRB1_0901 with pseudo-sequence DRB1_0901. The binding affinity (normalized) is 0.213. The peptide sequence is ARVTVKDVTFRNITG. (4) The peptide sequence is EVLKGPFTVRYTTEG. The MHC is HLA-DQA10401-DQB10402 with pseudo-sequence HLA-DQA10401-DQB10402. The binding affinity (normalized) is 0. (5) The peptide sequence is KILEPFRKYTAFTIP. The MHC is DRB1_1101 with pseudo-sequence DRB1_1101. The binding affinity (normalized) is 0.575. (6) The peptide sequence is LTDLAIKKSKALKAL. The MHC is H-2-IAd with pseudo-sequence H-2-IAd. The binding affinity (normalized) is 0.593. (7) The peptide sequence is FTVQKGSDPKKLVLN. The MHC is HLA-DQA10301-DQB10302 with pseudo-sequence HLA-DQA10301-DQB10302. The binding affinity (normalized) is 0. (8) The peptide sequence is GGSVIRISSANPEDL. The MHC is HLA-DPA10301-DPB10402 with pseudo-sequence YMFFMFSGGAISNTLFGQFEYFDIEKVRMHLGMT. The binding affinity (normalized) is 0.175. (9) The peptide sequence is GWYLVAATAAAATLR. The MHC is HLA-DPA10201-DPB11401 with pseudo-sequence HLA-DPA10201-DPB11401. The binding affinity (normalized) is 0.329. (10) The peptide sequence is LFLLSTRQNVEGSYDGAYAP. The MHC is DRB1_0403 with pseudo-sequence DRB1_0403. The binding affinity (normalized) is 0.180.